From a dataset of Full USPTO retrosynthesis dataset with 1.9M reactions from patents (1976-2016). Predict the reactants needed to synthesize the given product. (1) Given the product [Br:1][C:2]1[CH:7]=[CH:6][C:5]([C@H:8]([CH3:11])[CH2:9][N:17]2[C:13](=[O:23])[C:14]3[C:15](=[CH:19][CH:20]=[CH:21][CH:22]=3)[C:16]2=[O:18])=[C:4]([F:12])[CH:3]=1, predict the reactants needed to synthesize it. The reactants are: [Br:1][C:2]1[CH:7]=[CH:6][C:5]([C@H:8]([CH3:11])[CH2:9]O)=[C:4]([F:12])[CH:3]=1.[C:13]1(=[O:23])[NH:17][C:16](=[O:18])[C:15]2=[CH:19][CH:20]=[CH:21][CH:22]=[C:14]12.C1(P(C2C=CC=CC=2)C2C=CC=CC=2)C=CC=CC=1.CC(OC(/N=N/C(OC(C)C)=O)=O)C. (2) Given the product [F:3][C:4]1[CH:9]=[C:8]([O:10][CH2:11][CH2:12][CH3:13])[CH:7]=[C:6]([CH2:14][CH2:15][N+:16]([O-:18])=[O:17])[CH:5]=1, predict the reactants needed to synthesize it. The reactants are: [BH4-].[Na+].[F:3][C:4]1[CH:9]=[C:8]([O:10][CH2:11][CH2:12][CH3:13])[CH:7]=[C:6](/[CH:14]=[CH:15]/[N+:16]([O-:18])=[O:17])[CH:5]=1. (3) Given the product [CH:30]([C:18]1[C:13]2[O:12][CH2:11][CH:10]([C:7]3[CH:6]=[CH:5][C:4]([CH:1]([CH3:3])[CH3:2])=[CH:9][CH:8]=3)[C:14]=2[C:15]([CH3:23])=[C:16]([NH:20][CH:21]=[O:22])[C:17]=1[CH3:19])=[O:32], predict the reactants needed to synthesize it. The reactants are: [CH:1]([C:4]1[CH:9]=[CH:8][C:7]([CH:10]2[C:14]3[C:15]([CH3:23])=[C:16]([NH:20][CH:21]=[O:22])[C:17]([CH3:19])=[CH:18][C:13]=3[O:12][CH2:11]2)=[CH:6][CH:5]=1)([CH3:3])[CH3:2].CCCCCC.[C:30](OCC)(=[O:32])C. (4) Given the product [ClH:24].[CH3:1][Si:2]([CH3:23])([CH3:22])[CH2:3][CH2:4][O:5][C:6]([N:8]1[CH2:13][CH2:12][CH:11]([C:14]2[CH:19]=[CH:18][CH:17]=[C:16]([CH2:20][NH2:21])[CH:15]=2)[CH2:10][CH2:9]1)=[O:7], predict the reactants needed to synthesize it. The reactants are: [CH3:1][Si:2]([CH3:23])([CH3:22])[CH2:3][CH2:4][O:5][C:6]([N:8]1[CH2:13][CH:12]=[C:11]([C:14]2[CH:19]=[CH:18][CH:17]=[C:16]([C:20]#[N:21])[CH:15]=2)[CH2:10][CH2:9]1)=[O:7].[ClH:24].